Task: Regression. Given a peptide amino acid sequence and an MHC pseudo amino acid sequence, predict their binding affinity value. This is MHC class I binding data.. Dataset: Peptide-MHC class I binding affinity with 185,985 pairs from IEDB/IMGT The peptide sequence is LYRKLKREITF. The MHC is HLA-A01:01 with pseudo-sequence HLA-A01:01. The binding affinity (normalized) is 0.